Dataset: Peptide-MHC class I binding affinity with 185,985 pairs from IEDB/IMGT. Task: Regression. Given a peptide amino acid sequence and an MHC pseudo amino acid sequence, predict their binding affinity value. This is MHC class I binding data. (1) The peptide sequence is DLPPAIAAE. The MHC is HLA-B40:01 with pseudo-sequence HLA-B40:01. The binding affinity (normalized) is 0.0847. (2) The peptide sequence is TEEVQWTEM. The MHC is Mamu-A11 with pseudo-sequence Mamu-A11. The binding affinity (normalized) is 0.411. (3) The peptide sequence is LASVALNMF. The MHC is HLA-B15:03 with pseudo-sequence HLA-B15:03. The binding affinity (normalized) is 0.444. (4) The peptide sequence is YRKYHVPIM. The MHC is HLA-B08:01 with pseudo-sequence HLA-B08:01. The binding affinity (normalized) is 0.619.